Task: Predict which catalyst facilitates the given reaction.. Dataset: Catalyst prediction with 721,799 reactions and 888 catalyst types from USPTO (1) Reactant: [Br:1][C:2]1[C:7]([NH2:8])=[CH:6][CH:5]=[CH:4][N:3]=1.[O:9]([C:16]1[CH:21]=[CH:20][C:19]([S:22](Cl)(=[O:24])=[O:23])=[CH:18][CH:17]=1)[C:10]1[CH:15]=[CH:14][CH:13]=[CH:12][CH:11]=1. Product: [Br:1][C:2]1[C:7]([NH:8][S:22]([C:19]2[CH:18]=[CH:17][C:16]([O:9][C:10]3[CH:15]=[CH:14][CH:13]=[CH:12][CH:11]=3)=[CH:21][CH:20]=2)(=[O:24])=[O:23])=[CH:6][CH:5]=[CH:4][N:3]=1. The catalyst class is: 436. (2) Reactant: [Cl:1][C:2]1[N:7]=[C:6]([O:8][CH3:9])[CH:5]=[C:4]([O:10][CH3:11])[N:3]=1.C([Li])CCC.[C:17](=[O:19])=[O:18].O. Product: [Cl:1][C:2]1[N:3]=[C:4]([O:10][CH3:11])[C:5]([C:17]([OH:19])=[O:18])=[C:6]([O:8][CH3:9])[N:7]=1. The catalyst class is: 1. (3) Reactant: C(OC([N:8]1[CH2:13][CH2:12][N:11]([C:14]2[S:15][C:16]3[CH:22]=[C:21]([C:23]([F:26])([F:25])[F:24])[CH:20]=[CH:19][C:17]=3[N:18]=2)[C@H:10]([CH2:27][O:28][CH3:29])[CH2:9]1)=O)(C)(C)C.FC(F)(F)C(O)=O. Product: [CH3:29][O:28][CH2:27][C@@H:10]1[CH2:9][NH:8][CH2:13][CH2:12][N:11]1[C:14]1[S:15][C:16]2[CH:22]=[C:21]([C:23]([F:26])([F:24])[F:25])[CH:20]=[CH:19][C:17]=2[N:18]=1. The catalyst class is: 2. (4) Reactant: [CH:1]1([C:7]2[C:8]3[CH:9]=[CH:10][C:11]([C:25]([O:27]C)=[O:26])=[CH:12][C:13]=3[N:14]3[C:20]=2[C:19]2[CH:21]=[CH:22][CH:23]=[CH:24][C:18]=2[NH:17][CH2:16][CH2:15]3)[CH2:6][CH2:5][CH2:4][CH2:3][CH2:2]1.[OH-].[Na+].Cl. Product: [CH:1]1([C:7]2[C:8]3[CH:9]=[CH:10][C:11]([C:25]([OH:27])=[O:26])=[CH:12][C:13]=3[N:14]3[C:20]=2[C:19]2[CH:21]=[CH:22][CH:23]=[CH:24][C:18]=2[NH:17][CH2:16][CH2:15]3)[CH2:2][CH2:3][CH2:4][CH2:5][CH2:6]1. The catalyst class is: 24. (5) Reactant: C(O[BH-](OC(=O)C)OC(=O)C)(=O)C.[Na+].[CH2:15]([S:17]([N:20]1[C:28]2[CH:27]=[CH:26][C:25]([C:29]([N:31]3[CH2:36][CH2:35][CH:34]([CH3:37])[CH2:33][CH2:32]3)=[O:30])=[CH:24][C:23]=2[C:22]2[CH2:38][NH:39][CH2:40][CH2:41][C:21]1=2)(=[O:19])=[O:18])[CH3:16].[C:42]([OH:48])([C:44]([F:47])([F:46])[F:45])=[O:43].[C:49]1(=O)[CH2:52][CH2:51][CH2:50]1. Product: [CH:49]1([N:39]2[CH2:40][CH2:41][C:21]3[N:20]([S:17]([CH2:15][CH3:16])(=[O:18])=[O:19])[C:28]4[CH:27]=[CH:26][C:25]([C:29]([N:31]5[CH2:36][CH2:35][CH:34]([CH3:37])[CH2:33][CH2:32]5)=[O:30])=[CH:24][C:23]=4[C:22]=3[CH2:38]2)[CH2:52][CH2:51][CH2:50]1.[C:42]([OH:48])([C:44]([F:47])([F:46])[F:45])=[O:43]. The catalyst class is: 4. (6) Reactant: [NH2:1][C:2]1[CH:24]=[C:23]([C:25]#[N:26])[CH:22]=[CH:21][C:3]=1[CH2:4][C:5]([O:18][CH2:19][CH3:20])([C:9]1[CH:14]=[CH:13][C:12]([O:15][CH3:16])=[CH:11][C:10]=1[F:17])[C:6]([NH2:8])=[O:7].I[CH2:28][C:29]([NH2:31])=[O:30].C(N(C(C)C)C(C)C)C. Product: [C:29]([CH2:28][NH:1][C:2]1[CH:24]=[C:23]([C:25]#[N:26])[CH:22]=[CH:21][C:3]=1[CH2:4][C:5]([O:18][CH2:19][CH3:20])([C:9]1[CH:14]=[CH:13][C:12]([O:15][CH3:16])=[CH:11][C:10]=1[F:17])[C:6]([NH2:8])=[O:7])(=[O:30])[NH2:31]. The catalyst class is: 173. (7) Reactant: C([Sn](CCCC)(CCCC)[C:6]1[N:7]=[CH:8][N:9]([C:11]([C:24]2[CH:29]=[CH:28][CH:27]=[CH:26][CH:25]=2)([C:18]2[CH:23]=[CH:22][CH:21]=[CH:20][CH:19]=2)[C:12]2[CH:17]=[CH:16][CH:15]=[CH:14][CH:13]=2)[CH:10]=1)CCC.Br[C:39]1[CH:44]=[CH:43][CH:42]=[CH:41][N:40]=1. Product: [N:40]1[CH:41]=[CH:42][CH:43]=[CH:44][C:39]=1[C:6]1[N:7]=[CH:8][N:9]([C:11]([C:12]2[CH:17]=[CH:16][CH:15]=[CH:14][CH:13]=2)([C:24]2[CH:25]=[CH:26][CH:27]=[CH:28][CH:29]=2)[C:18]2[CH:19]=[CH:20][CH:21]=[CH:22][CH:23]=2)[CH:10]=1. The catalyst class is: 109. (8) The catalyst class is: 21. Reactant: [O:1]=[C:2]1[CH2:6][CH2:5][CH2:4][CH:3]1[C:7]([O:9][CH2:10][CH3:11])=[O:8].C(=O)([O-])[O-].[K+].[K+].Br[CH2:19][CH2:20][CH2:21][CH2:22][CH3:23]. Product: [CH2:19]([C:3]1([C:7]([O:9][CH2:10][CH3:11])=[O:8])[CH2:4][CH2:5][CH2:6][C:2]1=[O:1])[CH2:20][CH2:21][CH2:22][CH3:23]. (9) Reactant: [OH:1][CH:2]([C:8]1[CH:13]=[CH:12][C:11]([C:14]2[N:18]=[C:17]([C:19]3[O:23][N:22]=[C:21]([C:24]4[CH:29]=[CH:28][CH:27]=[CH:26][CH:25]=4)[C:20]=3[C:30]([F:33])([F:32])[F:31])[O:16][N:15]=2)=[CH:10][CH:9]=1)[C:3]([O:5]CC)=[O:4].CO.[Li+].[OH-]. Product: [OH:1][CH:2]([C:8]1[CH:13]=[CH:12][C:11]([C:14]2[N:18]=[C:17]([C:19]3[O:23][N:22]=[C:21]([C:24]4[CH:29]=[CH:28][CH:27]=[CH:26][CH:25]=4)[C:20]=3[C:30]([F:31])([F:32])[F:33])[O:16][N:15]=2)=[CH:10][CH:9]=1)[C:3]([OH:5])=[O:4]. The catalyst class is: 1. (10) Reactant: [F:1][C:2]1[CH:3]=[C:4]([CH2:9][C:10]([NH:12][C@H:13]([C:15]([OH:17])=O)[CH3:14])=[O:11])[CH:5]=[C:6]([F:8])[CH:7]=1.Cl.[NH2:19][CH:20]([C:26]1[CH:31]=[CH:30][N:29]=[CH:28][CH:27]=1)[C:21]([O:23][CH2:24][CH3:25])=[O:22]. Product: [F:8][C:6]1[CH:5]=[C:4]([CH2:9][C:10]([NH:12][C@H:13]([C:15]([NH:19][CH:20]([C:26]2[CH:27]=[CH:28][N:29]=[CH:30][CH:31]=2)[C:21]([O:23][CH2:24][CH3:25])=[O:22])=[O:17])[CH3:14])=[O:11])[CH:3]=[C:2]([F:1])[CH:7]=1. The catalyst class is: 147.